From a dataset of Reaction yield outcomes from USPTO patents with 853,638 reactions. Predict the reaction yield, written as a fraction of the theoretical maximum amount of product (1.0 means a 100% yield; for example, 0.34 means a 34% yield). (1) The product is [Cl:1][C:2]1[N:11]=[C:10]([N:23]([C:22]2[CH:25]=[CH:26][C:19]([O:18][CH3:17])=[CH:20][CH:21]=2)[CH3:24])[C:9]2[C:4](=[CH:5][C:6]([O:15][CH3:16])=[C:7]([O:13][CH3:14])[CH:8]=2)[N:3]=1. The yield is 0.600. The catalyst is O1CCCC1.O. The reactants are [Cl:1][C:2]1[N:11]=[C:10](Cl)[C:9]2[C:4](=[CH:5][C:6]([O:15][CH3:16])=[C:7]([O:13][CH3:14])[CH:8]=2)[N:3]=1.[CH3:17][O:18][C:19]1[CH:26]=[CH:25][C:22]([NH:23][CH3:24])=[CH:21][CH:20]=1.C([O-])(=O)C.[Na+]. (2) The reactants are Br[C:2]1[N:7]=[C:6]([CH3:8])[NH:5][C:4](=[O:9])[C:3]=1[N+:10]([O-:12])=[O:11].Cl.[CH3:14][C:15]1[S:16][C:17]2[CH2:23][CH2:22][NH:21][CH2:20][CH2:19][C:18]=2[N:24]=1.C(=O)([O-])[O-].[K+].[K+]. The catalyst is CN(C)C=O. The product is [CH3:8][C:6]1[NH:5][C:4](=[O:9])[C:3]([N+:10]([O-:12])=[O:11])=[C:2]([N:21]2[CH2:22][CH2:23][C:17]3[S:16][C:15]([CH3:14])=[N:24][C:18]=3[CH2:19][CH2:20]2)[N:7]=1. The yield is 0.785. (3) The reactants are [CH3:1][C:2]1[CH:3]=[CH:4][C:5]([N+:10]([O-])=O)=[C:6]([CH:9]=1)[C:7]#[N:8].Cl[Sn]Cl.[OH-].[Na+]. The catalyst is Cl.CCO. The product is [NH2:10][C:5]1[CH:4]=[CH:3][C:2]([CH3:1])=[CH:9][C:6]=1[C:7]#[N:8]. The yield is 0.990. (4) The reactants are [NH2:1][C:2]1[C:7]2[C:8]([C:11]3[CH:16]=[CH:15][C:14]([NH:17][C:18]([NH:20][C:21]4[CH:26]=[CH:25][CH:24]=[C:23]([CH3:27])[CH:22]=4)=[O:19])=[CH:13][CH:12]=3)=[CH:9][S:10][C:6]=2[C:5](I)=[CH:4][N:3]=1.[CH2:29]([OH:33])[CH2:30][C:31]#[CH:32]. The catalyst is N1CCCCC1.C1C=CC([P]([Pd]([P](C2C=CC=CC=2)(C2C=CC=CC=2)C2C=CC=CC=2)([P](C2C=CC=CC=2)(C2C=CC=CC=2)C2C=CC=CC=2)[P](C2C=CC=CC=2)(C2C=CC=CC=2)C2C=CC=CC=2)(C2C=CC=CC=2)C2C=CC=CC=2)=CC=1.[Cu]I. The product is [NH2:1][C:2]1[C:7]2[C:8]([C:11]3[CH:16]=[CH:15][C:14]([NH:17][C:18]([NH:20][C:21]4[CH:26]=[CH:25][CH:24]=[C:23]([CH3:27])[CH:22]=4)=[O:19])=[CH:13][CH:12]=3)=[CH:9][S:10][C:6]=2[C:5]([C:32]#[C:31][CH2:30][CH2:29][OH:33])=[CH:4][N:3]=1. The yield is 0.810. (5) The reactants are [C:1]([C:5]1[CH:10]=[CH:9][C:8]([OH:11])=[C:7]([Cl:12])[CH:6]=1)([CH3:4])([CH3:3])[CH3:2].CCN(CC)CC.Cl[C:21]([O:23][CH3:24])=[O:22]. The catalyst is ClCCl.CN(C1C=CN=CC=1)C. The product is [C:21](=[O:22])([O:23][CH3:24])[O:11][C:8]1[CH:9]=[CH:10][C:5]([C:1]([CH3:4])([CH3:2])[CH3:3])=[CH:6][C:7]=1[Cl:12]. The yield is 0.920. (6) The reactants are [CH2:1]([N:3]([CH2:19][CH3:20])[CH2:4][CH2:5][N:6]1[CH2:11][CH2:10][C:9]2[NH:12][C:13]([CH:16]=O)=[C:14]([CH3:15])[C:8]=2[C:7]1=[O:18])[CH3:2].[F:21][C:22]1[CH:23]=[C:24]2[C:28](=[CH:29][C:30]=1[NH:31][C:32](=[O:34])[CH3:33])[NH:27][C:26](=[O:35])[CH2:25]2. No catalyst specified. The product is [CH2:1]([N:3]([CH2:19][CH3:20])[CH2:4][CH2:5][N:6]1[CH2:11][CH2:10][C:9]2[NH:12][C:13]([CH:16]=[C:25]3[C:24]4[C:28](=[CH:29][C:30]([NH:31][C:32](=[O:34])[CH3:33])=[C:22]([F:21])[CH:23]=4)[NH:27][C:26]3=[O:35])=[C:14]([CH3:15])[C:8]=2[C:7]1=[O:18])[CH3:2]. The yield is 0.320.